From a dataset of Reaction yield outcomes from USPTO patents with 853,638 reactions. Predict the reaction yield, written as a fraction of the theoretical maximum amount of product (1.0 means a 100% yield; for example, 0.34 means a 34% yield). (1) The reactants are [F:1][C:2]1[C:7]([CH3:8])=[CH:6][C:5]([O:9][CH3:10])=[CH:4][C:3]=1[O:11][CH3:12].S(Cl)([Cl:16])(=O)=O.C([O-])(O)=O.[Na+]. The catalyst is C(Cl)Cl. The product is [Cl:16][C:6]1[C:7]([CH3:8])=[C:2]([F:1])[C:3]([O:11][CH3:12])=[CH:4][C:5]=1[O:9][CH3:10]. The yield is 0.670. (2) The reactants are [CH3:1][O:2][C:3]1[CH:4]=[C:5]([C:9]2[N:10]=[C:11]3[N:15]([C:16]=2[C:17]2[CH:22]=[CH:21][N:20]=[C:19]([NH:23][C@@H:24]4[CH2:29][CH2:28][CH2:27][N:26](C(OC(C)(C)C)=O)[CH2:25]4)[N:18]=2)[CH:14]=[CH:13][S:12]3)[CH:6]=[CH:7][CH:8]=1.[ClH:37]. The catalyst is O1CCOCC1.CCOCC. The product is [ClH:37].[CH3:1][O:2][C:3]1[CH:4]=[C:5]([C:9]2[N:10]=[C:11]3[N:15]([C:16]=2[C:17]2[CH:22]=[CH:21][N:20]=[C:19]([NH:23][C@@H:24]4[CH2:29][CH2:28][CH2:27][NH:26][CH2:25]4)[N:18]=2)[CH:14]=[CH:13][S:12]3)[CH:6]=[CH:7][CH:8]=1. The yield is 0.900. (3) The reactants are [Br:1][C:2]1[NH:3][CH:4]=[C:5]2[C:9](=[O:10])[CH2:8][CH2:7][C:6]=12.[H-].[Na+].[F:13][C:14]1[CH:15]=[C:16]([S:20](Cl)(=[O:22])=[O:21])[CH:17]=[CH:18][CH:19]=1.O. The catalyst is CN(C)C=O. The product is [Br:1][C:2]1[N:3]([S:20]([C:16]2[CH:17]=[CH:18][CH:19]=[C:14]([F:13])[CH:15]=2)(=[O:22])=[O:21])[CH:4]=[C:5]2[C:9](=[O:10])[CH2:8][CH2:7][C:6]=12. The yield is 0.780. (4) The reactants are C([BH3-])#N.[Na+].[CH3:5][N:6]1[C:14]2[C:9](=[CH:10][CH:11]=[CH:12][CH:13]=2)[CH:8]=[CH:7]1. The catalyst is C(O)(=O)C.O. The product is [CH3:5][N:6]1[C:14]2[C:9](=[CH:10][CH:11]=[CH:12][CH:13]=2)[CH2:8][CH2:7]1. The yield is 0.150. (5) The catalyst is C(O)(C(F)(F)F)=O.C(Cl)Cl. The reactants are C(OC(=O)[N:7]([CH2:23][C:24]1[CH:32]=[CH:31][C:27]2[O:28][CH2:29][O:30][C:26]=2[CH:25]=1)[CH2:8][CH2:9][CH2:10][N:11]([C:13]1[S:17][N:16]=[C:15]([N:18]2[CH:22]=[CH:21][N:20]=[CH:19]2)[N:14]=1)[CH3:12])(C)(C)C. The product is [O:28]1[C:27]2[CH:31]=[CH:32][C:24]([CH2:23][NH:7][CH2:8][CH2:9][CH2:10][N:11]([C:13]3[S:17][N:16]=[C:15]([N:18]4[CH:22]=[CH:21][N:20]=[CH:19]4)[N:14]=3)[CH3:12])=[CH:25][C:26]=2[O:30][CH2:29]1. The yield is 0.990. (6) The reactants are [C:1]([C:3]1[C:11]2[C:6](=[CH:7][CH:8]=[C:9]([CH2:12][CH2:13][N:14]=[N+]=[N-])[CH:10]=2)[NH:5][CH:4]=1)#[N:2].C1(P(C2C=CC=CC=2)C2C=CC=CC=2)C=CC=CC=1. The catalyst is C1COCC1. The product is [C:1]([C:3]1[C:11]2[C:6](=[CH:7][CH:8]=[C:9]([CH2:12][CH2:13][NH2:14])[CH:10]=2)[NH:5][CH:4]=1)#[N:2]. The yield is 0.980. (7) The reactants are Cl[C:2](Cl)(Cl)[C:3](=N)[O:4][C@H:5]1[O:22][C@H:21]([CH2:23][O:24][C:25](=[O:27])[CH3:26])[C@H:16]([O:17][C:18](=[O:20])[CH3:19])[C@H:11]([O:12][C:13](=[O:15])[CH3:14])[C@H:6]1[O:7][C:8](=[O:10])[CH3:9].OC1C=[CH:38][C:35]([CH:36]=[O:37])=[CH:34][CH:33]=1.B(F)(F)F.CCOCC.C([O-])(O)=O.[Na+]. The catalyst is C(Cl)Cl. The product is [C:8]([O:7][C@@H:6]1[C@@H:11]([O:12][C:13](=[O:15])[CH3:14])[C@H:16]([O:17][C:18](=[O:20])[CH3:19])[C@@H:21]([CH2:23][O:24][C:25](=[O:27])[CH3:26])[O:22][CH:5]1[O:4][C:3]1[CH:33]=[CH:34][C:35]([CH:36]=[O:37])=[CH:38][CH:2]=1)(=[O:10])[CH3:9]. The yield is 0.420. (8) The reactants are [CH3:1][O:2][C:3](=[O:15])[C:4]1[CH:9]=[CH:8][C:7]([CH2:10][O:11][CH2:12][CH2:13][OH:14])=[CH:6][CH:5]=1.N1C=CN=C1.[CH3:21][C:22]([Si:25](Cl)([CH3:27])[CH3:26])([CH3:24])[CH3:23]. The catalyst is CN(C=O)C. The product is [CH3:1][O:2][C:3](=[O:15])[C:4]1[CH:5]=[CH:6][C:7]([CH2:10][O:11][CH2:12][CH2:13][O:14][Si:25]([C:22]([CH3:24])([CH3:23])[CH3:21])([CH3:27])[CH3:26])=[CH:8][CH:9]=1. The yield is 0.840. (9) The reactants are [NH2:1][CH2:2][C:3]1[CH:8]=[CH:7][C:6]([C:9]2[C:14]([CH3:15])=[CH:13][CH:12]=[C:11]([NH:16][C:17]([C:19]3([C:22]4[CH:30]=[CH:29][C:25]5[O:26][CH2:27][O:28][C:24]=5[CH:23]=4)[CH2:21][CH2:20]3)=[O:18])[CH:10]=2)=[CH:5][CH:4]=1.[CH:31](=O)[CH2:32][CH3:33].[BH4-].[Na+]. The catalyst is ClCCl.COCCOC.O. The product is [O:26]1[C:25]2[CH:29]=[CH:30][C:22]([C:19]3([C:17]([NH:16][C:11]4[CH:10]=[C:9]([C:6]5[CH:5]=[CH:4][C:3]([CH2:2][NH:1][CH2:31][CH2:32][CH3:33])=[CH:8][CH:7]=5)[C:14]([CH3:15])=[CH:13][CH:12]=4)=[O:18])[CH2:20][CH2:21]3)=[CH:23][C:24]=2[O:28][CH2:27]1. The yield is 0.140. (10) The reactants are [Li]N(C)OC.Cl.[Li][CH2:8][CH2:9]CC.[F:12][C:13]1[CH:18]=[CH:17][CH:16]=[C:15]([F:19])[C:14]=1[NH:20][C:21]([C:23]1[CH:32]=[CH:31][C:26]([C:27]([O:29]C)=O)=[CH:25][CH:24]=1)=[O:22].CC[Mg+].[Br-]. The catalyst is C1COCC1. The product is [F:19][C:15]1[CH:16]=[CH:17][CH:18]=[C:13]([F:12])[C:14]=1[NH:20][C:21](=[O:22])[C:23]1[CH:24]=[CH:25][C:26]([C:27](=[O:29])[CH2:8][CH3:9])=[CH:31][CH:32]=1. The yield is 0.750.